Dataset: Catalyst prediction with 721,799 reactions and 888 catalyst types from USPTO. Task: Predict which catalyst facilitates the given reaction. (1) Reactant: [BH4-].[Na+].[CH:3]([C:5]1[CH:6]=[CH:7][C:8]2[N:9]([C:18]3[CH:23]=[CH:22][C:21]([C:24]4[CH:29]=[CH:28][C:27]([N:30]5[C:42]6[CH:41]=[CH:40][C:39]([CH:43]=[O:44])=[CH:38][C:37]=6[C:36]6[C:31]5=[CH:32][CH:33]=[CH:34][CH:35]=6)=[CH:26][CH:25]=4)=[CH:20][CH:19]=3)[C:10]3[C:15]([C:16]=2[CH:17]=1)=[CH:14][CH:13]=[CH:12][CH:11]=3)=[O:4].C(O)C.ClCCl.Cl. Product: [OH:44][CH2:43][C:39]1[CH:40]=[CH:41][C:42]2[N:30]([C:27]3[CH:28]=[CH:29][C:24]([C:21]4[CH:20]=[CH:19][C:18]([N:9]5[C:8]6[CH:7]=[CH:6][C:5]([CH2:3][OH:4])=[CH:17][C:16]=6[C:15]6[C:10]5=[CH:11][CH:12]=[CH:13][CH:14]=6)=[CH:23][CH:22]=4)=[CH:25][CH:26]=3)[C:31]3[C:36]([C:37]=2[CH:38]=1)=[CH:35][CH:34]=[CH:33][CH:32]=3. The catalyst class is: 636. (2) Reactant: [F:1][C:2]1[C:11]2[C:6](=[CH:7][CH:8]=[CH:9][CH:10]=2)[C:5]([CH2:12][OH:13])=[CH:4][CH:3]=1.C([O-])(O)=O.[Na+].OS([O-])=O.[Na+]. Product: [F:1][C:2]1[C:11]2[C:6](=[CH:7][CH:8]=[CH:9][CH:10]=2)[C:5]([CH:12]=[O:13])=[CH:4][CH:3]=1. The catalyst class is: 4. (3) Reactant: C(Cl)(=O)C(Cl)=O.[F:7][C:8]1[CH:9]=[CH:10][C:11]([C:17]([F:20])([F:19])[F:18])=[C:12]([CH:16]=1)[C:13]([OH:15])=O.[CH3:21][O:22][C:23]([CH:25]1[CH2:30][N:29]([C:31](=[O:47])[CH2:32][NH:33][C:34]([C:36]2[CH:40]=[C:39]([C:41]3[CH:46]=[CH:45][CH:44]=[CH:43][CH:42]=3)[NH:38][N:37]=2)=[O:35])[CH2:28][CH2:27][NH:26]1)=[O:24].CCN(C(C)C)C(C)C. Product: [CH3:21][O:22][C:23]([CH:25]1[CH2:30][N:29]([C:31](=[O:47])[CH2:32][NH:33][C:34]([C:36]2[CH:40]=[C:39]([C:41]3[CH:46]=[CH:45][CH:44]=[CH:43][CH:42]=3)[NH:38][N:37]=2)=[O:35])[CH2:28][CH2:27][N:26]1[C:13](=[O:15])[C:12]1[CH:16]=[C:8]([F:7])[CH:9]=[CH:10][C:11]=1[C:17]([F:20])([F:19])[F:18])=[O:24]. The catalyst class is: 59. (4) Reactant: C[Si]([C:5]#[N:6])(C)C.[Br:7][C:8]1[C:9]([Cl:15])=[N+:10]([O-])[CH:11]=[CH:12][CH:13]=1.C(N(CC)CC)C. Product: [Br:7][C:8]1[CH:13]=[CH:12][C:11]([C:5]#[N:6])=[N:10][C:9]=1[Cl:15]. The catalyst class is: 10. (5) Reactant: [CH:1]1([N:4]2[CH2:9][CH2:8][N:7]([C:10]3[N:15]=[CH:14][C:13]([C:16]4[N:17]=[C:18]([C:21]5([C:27]6[CH:35]=[CH:34][C:30]([C:31]([OH:33])=O)=[CH:29][CH:28]=6)[CH2:26][CH2:25][O:24][CH2:23][CH2:22]5)[S:19][CH:20]=4)=[CH:12][CH:11]=3)[CH2:6][CH2:5]2)[CH2:3][CH2:2]1.[C:36]1([NH2:43])[C:37]([NH2:42])=[CH:38][CH:39]=[CH:40][CH:41]=1.CN(C(ON1N=NC2C=CC=NC1=2)=[N+](C)C)C.F[P-](F)(F)(F)(F)F.CCN(C(C)C)C(C)C. Product: [NH2:42][C:37]1[CH:38]=[CH:39][CH:40]=[CH:41][C:36]=1[NH:43][C:31](=[O:33])[C:30]1[CH:29]=[CH:28][C:27]([C:21]2([C:18]3[S:19][CH:20]=[C:16]([C:13]4[CH:14]=[N:15][C:10]([N:7]5[CH2:8][CH2:9][N:4]([CH:1]6[CH2:2][CH2:3]6)[CH2:5][CH2:6]5)=[CH:11][CH:12]=4)[N:17]=3)[CH2:22][CH2:23][O:24][CH2:25][CH2:26]2)=[CH:35][CH:34]=1. The catalyst class is: 3.